This data is from Forward reaction prediction with 1.9M reactions from USPTO patents (1976-2016). The task is: Predict the product of the given reaction. (1) Given the reactants [Cl:1][C:2]1[C:3]([O:30][C@H:31]2[CH2:36][CH2:35][CH2:34][CH2:33][C@@H:32]2[C:37]2[C:38]([N+:48]([O-])=O)=[N:39][N:40](C3CCCCO3)[CH:41]=2)=[CH:4][C:5]([F:29])=[C:6]([S:8]([N:11](CC2C=CC(OC)=CC=2OC)[C:12]2[CH:17]=[CH:16][N:15]=[CH:14][N:13]=2)(=[O:10])=[O:9])[CH:7]=1.C([SiH](CC)CC)C.FC(F)(F)C(O)=O.ClCCl, predict the reaction product. The product is: [NH2:48][C:38]1[C:37]([C@H:32]2[CH2:33][CH2:34][CH2:35][CH2:36][C@@H:31]2[O:30][C:3]2[C:2]([Cl:1])=[CH:7][C:6]([S:8]([NH:11][C:12]3[CH:17]=[CH:16][N:15]=[CH:14][N:13]=3)(=[O:9])=[O:10])=[C:5]([F:29])[CH:4]=2)=[CH:41][NH:40][N:39]=1. (2) The product is: [N+:16]([C:19]1[CH:24]=[C:23]([C:2]2[C:3]3[C:10]([C:11]([O:13][CH2:14][CH3:15])=[O:12])=[CH:9][NH:8][C:4]=3[N:5]=[CH:6][N:7]=2)[CH:22]=[CH:21][CH:20]=1)([O-:18])=[O:17]. Given the reactants Cl[C:2]1[C:3]2[C:10]([C:11]([O:13][CH2:14][CH3:15])=[O:12])=[CH:9][NH:8][C:4]=2[N:5]=[CH:6][N:7]=1.[N+:16]([C:19]1[CH:20]=[C:21](B(O)O)[CH:22]=[CH:23][CH:24]=1)([O-:18])=[O:17].C(=O)([O-])[O-].[Na+].[Na+], predict the reaction product. (3) The product is: [CH:17]1([N:7]2[C:8]3[C:4](=[CH:3][C:2]([Br:1])=[CH:10][N:9]=3)[CH:5]=[CH:6]2)[CH2:20][CH2:19][CH2:18]1. Given the reactants [Br:1][C:2]1[CH:3]=[C:4]2[C:8](=[N:9][CH:10]=1)[NH:7][CH:6]=[CH:5]2.C(=O)([O-])[O-].[Cs+].[Cs+].[CH:17]1(Br)[CH2:20][CH2:19][CH2:18]1, predict the reaction product. (4) Given the reactants [H-].[Na+].[OH:3][C:4]1[CH:12]=[C:11]2[C:7]([CH:8]=[CH:9][NH:10]2)=[CH:6][CH:5]=1.Cl[C:14]1[CH:19]=[CH:18][C:17]([N+:20]([O-:22])=[O:21])=[CH:16][N:15]=1.O, predict the reaction product. The product is: [N+:20]([C:17]1[CH:18]=[CH:19][C:14]([O:3][C:4]2[CH:12]=[C:11]3[C:7]([CH:8]=[CH:9][NH:10]3)=[CH:6][CH:5]=2)=[N:15][CH:16]=1)([O-:22])=[O:21]. (5) Given the reactants [CH3:1][C:2]1[CH:6]=[C:5]([CH3:7])[N:4]([C:8]2[CH:13]=[CH:12][C:11]([O:14]C)=[CH:10][C:9]=2[CH2:16][NH2:17])[N:3]=1.B(Br)(Br)Br, predict the reaction product. The product is: [NH2:17][CH2:16][C:9]1[CH:10]=[C:11]([OH:14])[CH:12]=[CH:13][C:8]=1[N:4]1[C:5]([CH3:7])=[CH:6][C:2]([CH3:1])=[N:3]1. (6) Given the reactants [Br:1][C:2]1[C:3]([CH2:14][CH:15]=[CH:16][C:17]2[CH:22]=[CH:21][CH:20]=[CH:19][CH:18]=2)=[C:4]([NH2:13])[C:5]2[N:9]=[C:8]([CH3:10])[N:7]([CH3:11])[C:6]=2[CH:12]=1.[OH-].[Na+], predict the reaction product. The product is: [Br:1][C:2]1[C:3]2[CH2:14][CH2:15][CH:16]([C:17]3[CH:18]=[CH:19][CH:20]=[CH:21][CH:22]=3)[NH:13][C:4]=2[C:5]2[N:9]=[C:8]([CH3:10])[N:7]([CH3:11])[C:6]=2[CH:12]=1. (7) Given the reactants C([O:3][C:4]([C:6]1[N:15]=[C:14](Cl)[C:13]2[C:8](=[CH:9][CH:10]=[C:11]([O:17]C)[CH:12]=2)[N:7]=1)=[O:5])C.[CH2:19]([S-:21])[CH3:20].[Na+].O.C(O)(=O)CC(CC(O)=O)(C(O)=O)O, predict the reaction product. The product is: [CH2:19]([S:21][C:14]1[C:13]2[C:8](=[CH:9][CH:10]=[C:11]([OH:17])[CH:12]=2)[N:7]=[C:6]([C:4]([OH:3])=[O:5])[N:15]=1)[CH3:20].